From a dataset of Human liver microsome stability data. Regression/Classification. Given a drug SMILES string, predict its absorption, distribution, metabolism, or excretion properties. Task type varies by dataset: regression for continuous measurements (e.g., permeability, clearance, half-life) or binary classification for categorical outcomes (e.g., BBB penetration, CYP inhibition). Dataset: hlm. (1) The drug is COc1cccc(OC)c1-c1cc(C(=O)N[C@@H](CCc2ccccc2)CC(=O)NC2CCC2)nn1CC(C)C. The result is 1 (stable in human liver microsomes). (2) The compound is CC(C)(CS(=O)(=O)c1ccc(-c2ccc(F)cc2)cc1)C(=O)N[C@H](C#N)CC(N)=O. The result is 0 (unstable in human liver microsomes). (3) The drug is O=C(N[C@H](CO)C(F)(F)F)c1nn(-c2c[n+]([O-])ccn2)c2c1C[C@@H]1C[C@H]21. The result is 0 (unstable in human liver microsomes). (4) The drug is Cc1c(NS(C)(=O)=O)cccc1N(Cc1ccccc1)Cc1ccc(Oc2ccc(OCC(=O)O)cc2)cc1. The result is 0 (unstable in human liver microsomes). (5) The drug is CCOC(=O)c1c(-c2ccc(O)cc2)oc2ccc(O)c(CN3CCCCC3)c12. The result is 1 (stable in human liver microsomes).